From a dataset of Catalyst prediction with 721,799 reactions and 888 catalyst types from USPTO. Predict which catalyst facilitates the given reaction. (1) Reactant: [Cl:1][C:2]1[CH:3]=[C:4]([N:27]([CH2:37][CH3:38])[C@H:28]2[CH2:33][CH2:32][C@H:31]([N:34]([CH3:36])[CH3:35])[CH2:30][CH2:29]2)[C:5]([CH3:26])=[C:6]([CH:25]=1)[C:7]([NH:9][CH2:10][C:11]1[C:12]([O:23]C)=[N:13][N:14]([CH3:22])[C:15]=1[N:16]1[CH2:21][CH2:20][CH2:19][CH2:18][CH2:17]1)=[O:8].B(Br)(Br)Br. Product: [Cl:1][C:2]1[CH:3]=[C:4]([N:27]([CH2:37][CH3:38])[C@H:28]2[CH2:29][CH2:30][C@H:31]([N:34]([CH3:36])[CH3:35])[CH2:32][CH2:33]2)[C:5]([CH3:26])=[C:6]([CH:25]=1)[C:7]([NH:9][CH2:10][C:11]1[C:12](=[O:23])[NH:13][N:14]([CH3:22])[C:15]=1[N:16]1[CH2:17][CH2:18][CH2:19][CH2:20][CH2:21]1)=[O:8]. The catalyst class is: 2. (2) Reactant: [N+:1]([C:4]1[C:5]([C:9]2[S:10][C:11]3[CH:17]=[CH:16][CH:15]=[CH:14][C:12]=3[N:13]=2)=[N:6][NH:7][CH:8]=1)([O-])=O. Product: [S:10]1[C:11]2[CH:17]=[CH:16][CH:15]=[CH:14][C:12]=2[N:13]=[C:9]1[C:5]1[C:4]([NH2:1])=[CH:8][NH:7][N:6]=1. The catalyst class is: 394. (3) Reactant: C([Si](C)(C)[O:6][CH2:7][CH2:8][C@@:9]1([CH2:17][C:18]2[CH:31]=[C:30]([O:32][CH3:33])[C:29]3[C:20](=[C:21]([O:36][CH3:37])[C:22]4[C:27]([C:28]=3[O:34][CH3:35])=[CH:26][CH:25]=[CH:24][CH:23]=4)[C:19]=2[O:38][CH3:39])[C@H:13]([CH3:14])[O:12][C:11]([CH3:16])([CH3:15])[O:10]1)(C)(C)C.CCCC[N+](CCCC)(CCCC)CCCC.[F-]. Product: [CH3:15][C:11]1([CH3:16])[O:10][C@:9]([CH2:8][CH2:7][OH:6])([CH2:17][C:18]2[CH:31]=[C:30]([O:32][CH3:33])[C:29]3[C:20](=[C:21]([O:36][CH3:37])[C:22]4[C:27]([C:28]=3[O:34][CH3:35])=[CH:26][CH:25]=[CH:24][CH:23]=4)[C:19]=2[O:38][CH3:39])[C@H:13]([CH3:14])[O:12]1. The catalyst class is: 1.